This data is from Peptide-MHC class II binding affinity with 134,281 pairs from IEDB. The task is: Regression. Given a peptide amino acid sequence and an MHC pseudo amino acid sequence, predict their binding affinity value. This is MHC class II binding data. (1) The peptide sequence is LKKEVSETQHGTILV. The MHC is DRB1_0401 with pseudo-sequence DRB1_0401. The binding affinity (normalized) is 0.420. (2) The peptide sequence is KNPLKFDNTYFTELL. The MHC is DRB3_0202 with pseudo-sequence DRB3_0202. The binding affinity (normalized) is 0.163. (3) The peptide sequence is FTVQKGSDPKKLVLN. The MHC is HLA-DPA10103-DPB10301 with pseudo-sequence HLA-DPA10103-DPB10301. The binding affinity (normalized) is 0. (4) The peptide sequence is NIQGITKPAIRRLAR. The MHC is H-2-IAb with pseudo-sequence H-2-IAb. The binding affinity (normalized) is 0.189.